This data is from Peptide-MHC class I binding affinity with 185,985 pairs from IEDB/IMGT. The task is: Regression. Given a peptide amino acid sequence and an MHC pseudo amino acid sequence, predict their binding affinity value. This is MHC class I binding data. (1) The MHC is HLA-B51:01 with pseudo-sequence HLA-B51:01. The binding affinity (normalized) is 0.213. The peptide sequence is RAPHLPPQW. (2) The binding affinity (normalized) is 0.560. The MHC is HLA-A31:01 with pseudo-sequence HLA-A31:01. The peptide sequence is SMLTNAISSR.